From a dataset of Full USPTO retrosynthesis dataset with 1.9M reactions from patents (1976-2016). Predict the reactants needed to synthesize the given product. (1) Given the product [OH:3][CH2:4][CH2:6][O:7][C:8]1[CH:9]=[CH:10][C:11]([C:14]2[CH:19]=[CH:18][C:17]([C:20]([O:22][CH2:23][CH3:24])=[O:21])=[CH:16][CH:15]=2)=[CH:12][CH:13]=1, predict the reactants needed to synthesize it. The reactants are: C([O:3][C:4]([CH2:6][O:7][C:8]1[CH:13]=[CH:12][C:11]([C:14]2[CH:19]=[CH:18][C:17]([C:20]([O:22][CH2:23][CH3:24])=[O:21])=[CH:16][CH:15]=2)=[CH:10][CH:9]=1)=O)C.[BH4-].[Na+].O1CCCC1.C(O)C. (2) The reactants are: CC1C=CC(S(O[CH2:12][CH:13]2[CH2:17][C:16]3[CH:18]=[C:19]([Cl:30])[CH:20]=[C:21]([C:22]4[C:27]([CH3:28])=[CH:26][CH:25]=[CH:24][C:23]=4[CH3:29])[C:15]=3[O:14]2)(=O)=O)=CC=1.[CH2:31]([NH2:33])[CH3:32]. Given the product [Cl:30][C:19]1[CH:20]=[C:21]([C:22]2[C:27]([CH3:28])=[CH:26][CH:25]=[CH:24][C:23]=2[CH3:29])[C:15]2[O:14][CH:13]([CH2:12][NH:33][CH2:31][CH3:32])[CH2:17][C:16]=2[CH:18]=1, predict the reactants needed to synthesize it. (3) Given the product [CH3:29][O:30][C:31]1[CH:36]=[C:35]([CH3:37])[CH:34]=[CH:33][C:32]=1[S:38]([N:11]1[C:12]2[C:8](=[C:7]3[CH2:1][NH:2][CH2:3][CH2:4][O:5][C:6]3=[CH:14][CH:13]=2)[CH:9]=[CH:10]1)(=[O:39])=[O:40], predict the reactants needed to synthesize it. The reactants are: [CH2:1]1[C:7]2=[C:8]3[C:12](=[CH:13][CH:14]=[C:6]2[O:5][CH2:4][CH2:3][N:2]1C(OC(C)(C)C)=O)[NH:11][CH:10]=[CH:9]3.[H-].[Na+].CN(C=O)C.[CH3:29][O:30][C:31]1[CH:36]=[C:35]([CH3:37])[CH:34]=[CH:33][C:32]=1[S:38](Cl)(=[O:40])=[O:39]. (4) Given the product [Cl:1][C:2]1[CH:3]=[CH:4][C:5]([CH:18]([O:15][CH3:12])[C:19]2[CH:24]=[CH:23][CH:22]=[CH:21][CH:20]=2)=[C:6]([CH:10]=1)[C:7]([NH2:9])=[O:8], predict the reactants needed to synthesize it. The reactants are: [Cl:1][C:2]1[CH:3]=[CH:4][C:5](O)=[C:6]([CH:10]=1)[C:7]([NH2:9])=[O:8].[C:12]([O-:15])([O-])=O.[K+].[K+].[CH2:18](Br)[C:19]1[CH:24]=[CH:23][CH:22]=[CH:21][CH:20]=1. (5) Given the product [F:20][C:21]1[CH:27]=[CH:26][C:24]([NH:25][C:15](=[O:17])[CH:14]([C:9]2[NH:10][C:11](=[O:13])[CH:12]=[C:7]([N:1]3[CH2:2][CH2:3][O:4][CH2:5][CH2:6]3)[N:8]=2)[CH3:18])=[CH:23][C:22]=1[O:28][CH3:29], predict the reactants needed to synthesize it. The reactants are: [N:1]1([C:7]2[N:8]=[C:9]([CH:14]([CH3:18])[C:15]([O-:17])=O)[NH:10][C:11](=[O:13])[CH:12]=2)[CH2:6][CH2:5][O:4][CH2:3][CH2:2]1.[Na+].[F:20][C:21]1[CH:27]=[CH:26][C:24]([NH2:25])=[CH:23][C:22]=1[O:28][CH3:29]. (6) Given the product [Br:18][C:19]1[CH:26]=[CH:25][C:22]([C:23]([OH:24])([C:9]([F:12])([F:11])[F:10])[C:9]([F:12])([F:11])[F:10])=[CH:21][C:20]=1[Cl:27], predict the reactants needed to synthesize it. The reactants are: BrC1C=CC(C(O)[C:9]([F:12])([F:11])[F:10])=CC=1[C:9]([F:12])([F:11])[F:10].[Br:18][C:19]1[CH:26]=[CH:25][C:22]([CH:23]=[O:24])=[CH:21][C:20]=1[Cl:27]. (7) Given the product [CH3:18][C:16]1([CH3:19])[O:15][CH2:14][C:5]2=[C:6]([N:8]3[CH2:13][CH2:12][O:11][CH2:10][CH2:9]3)[NH:7][C:2](=[O:25])[C:3]([C:20]#[N:21])=[C:4]2[CH2:17]1, predict the reactants needed to synthesize it. The reactants are: S[C:2]1[N:7]=[C:6]([N:8]2[CH2:13][CH2:12][O:11][CH2:10][CH2:9]2)[C:5]2[CH2:14][O:15][C:16]([CH3:19])([CH3:18])[CH2:17][C:4]=2[C:3]=1[C:20]#[N:21].BrCC[OH:25].